Dataset: Forward reaction prediction with 1.9M reactions from USPTO patents (1976-2016). Task: Predict the product of the given reaction. (1) Given the reactants [CH3:1][C@@H:2]1[N:7]([C:8]2[C:9]3[CH2:24][CH2:23][N:22]([C:25]4[N:30]=[CH:29][CH:28]=[CH:27][N:26]=4)[CH2:21][C:10]=3[N:11]=[C:12]([C:14]3[CH:20]=[CH:19][C:17]([NH2:18])=[CH:16][CH:15]=3)[N:13]=2)[CH2:6][CH2:5][O:4][CH2:3]1.O1CCOCC1.C(N(CC)CC)C.[C:44](Cl)(Cl)=[O:45].[NH2:48][C:49]1[CH:53]=[CH:52][O:51][N:50]=1, predict the reaction product. The product is: [O:51]1[CH:52]=[CH:53][C:49]([NH:48][C:44]([NH:18][C:17]2[CH:19]=[CH:20][C:14]([C:12]3[N:13]=[C:8]([N:7]4[CH2:6][CH2:5][O:4][CH2:3][C@@H:2]4[CH3:1])[C:9]4[CH2:24][CH2:23][N:22]([C:25]5[N:26]=[CH:27][CH:28]=[CH:29][N:30]=5)[CH2:21][C:10]=4[N:11]=3)=[CH:15][CH:16]=2)=[O:45])=[N:50]1. (2) The product is: [Br:16][C:13]1[CH:12]=[CH:11][C:10]([CH:8]2[N:7]([C:17]3[CH:22]=[CH:21][C:20]([F:23])=[CH:19][C:18]=3[F:24])[N:6]=[C:5]([C:3]([OH:4])=[O:2])[CH2:9]2)=[CH:15][CH:14]=1. Given the reactants C[O:2][C:3]([C:5]1[CH2:9][CH:8]([C:10]2[CH:15]=[CH:14][C:13]([Br:16])=[CH:12][CH:11]=2)[N:7]([C:17]2[CH:22]=[CH:21][C:20]([F:23])=[CH:19][C:18]=2[F:24])[N:6]=1)=[O:4].[OH-].[K+].CO, predict the reaction product. (3) Given the reactants [F:1][C:2]([F:13])([F:12])[C:3]1[N:11]=[CH:10][CH:9]=[CH:8][C:4]=1[C:5]([OH:7])=O.[CH2:14]([O:21][C:22]1[CH:23]=[C:24]([CH:29]=[C:30]([N+:40]([O-:42])=[O:41])[C:31]=1[O:32][CH2:33][C:34]1[CH:39]=[CH:38][CH:37]=[CH:36][CH:35]=1)[C:25]([NH2:28])=[N:26]O)[C:15]1[CH:20]=[CH:19][CH:18]=[CH:17][CH:16]=1.[F-].C([N+](CCCC)(CCCC)CCCC)CCC, predict the reaction product. The product is: [CH2:14]([O:21][C:22]1[CH:23]=[C:24]([C:25]2[N:26]=[C:5]([C:4]3[C:3]([C:2]([F:1])([F:13])[F:12])=[N:11][CH:10]=[CH:9][CH:8]=3)[O:7][N:28]=2)[CH:29]=[C:30]([N+:40]([O-:42])=[O:41])[C:31]=1[O:32][CH2:33][C:34]1[CH:39]=[CH:38][CH:37]=[CH:36][CH:35]=1)[C:15]1[CH:20]=[CH:19][CH:18]=[CH:17][CH:16]=1. (4) Given the reactants [CH:1]1([C:4]2[CH:5]=[C:6]([C@@H:16]([CH2:33][CH:34]3[CH2:39][CH2:38][O:37][CH2:36][CH2:35]3)[C:17]([NH:19][C:20]3[CH:25]=[N:24][C:23]([CH:26]4[CH2:30][O:29]C(C)(C)[O:27]4)=[CH:22][N:21]=3)=[O:18])[CH:7]=[CH:8][C:9]=2[S:10]([CH:13]2[CH2:15][CH2:14]2)(=[O:12])=[O:11])[CH2:3][CH2:2]1.Cl, predict the reaction product. The product is: [CH:1]1([C:4]2[CH:5]=[C:6]([C@@H:16]([CH2:33][CH:34]3[CH2:39][CH2:38][O:37][CH2:36][CH2:35]3)[C:17]([NH:19][C:20]3[CH:25]=[N:24][C:23]([CH:26]([OH:27])[CH2:30][OH:29])=[CH:22][N:21]=3)=[O:18])[CH:7]=[CH:8][C:9]=2[S:10]([CH:13]2[CH2:14][CH2:15]2)(=[O:12])=[O:11])[CH2:3][CH2:2]1. (5) Given the reactants [NH2:1][C:2]1[N:7]=[C:6]([C:8]2[C:16]3[O:15][CH2:14][CH:13]([C:17]4[CH:22]=[CH:21][C:20]([CH:23]([CH3:25])[CH3:24])=[CH:19][CH:18]=4)[C:12]=3[C:11]([CH3:26])=[C:10]([NH:27][C:28](=[O:34])[CH2:29][C:30]([CH3:33])([CH3:32])[CH3:31])[C:9]=2[CH3:35])[CH:5]=[CH:4][CH:3]=1.C(N(CC)CC)C.[C:43](Cl)(=[O:45])[CH3:44], predict the reaction product. The product is: [C:43]([NH:1][C:2]1[N:7]=[C:6]([C:8]2[C:16]3[O:15][CH2:14][CH:13]([C:17]4[CH:22]=[CH:21][C:20]([CH:23]([CH3:24])[CH3:25])=[CH:19][CH:18]=4)[C:12]=3[C:11]([CH3:26])=[C:10]([NH:27][C:28](=[O:34])[CH2:29][C:30]([CH3:33])([CH3:32])[CH3:31])[C:9]=2[CH3:35])[CH:5]=[CH:4][CH:3]=1)(=[O:45])[CH3:44]. (6) The product is: [CH3:1][C:2]1[N:3]=[N:4][N:5]([CH3:39])[C:6]=1[C:7]1[CH:19]=[N:18][C:17]2[C:16]3[CH:15]=[CH:14][C:13]([C:20]([CH3:22])=[CH2:21])=[C:12]([CH2:24][OH:25])[C:11]=3[N:10]([C@@H:26]([CH:33]3[CH2:38][CH2:37][O:36][CH2:35][CH2:34]3)[C:27]3[CH:32]=[CH:31][CH:30]=[CH:29][CH:28]=3)[C:9]=2[CH:8]=1. Given the reactants [CH3:1][C:2]1[N:3]=[N:4][N:5]([CH3:39])[C:6]=1[C:7]1[CH:19]=[N:18][C:17]2[C:16]3[CH:15]=[CH:14][C:13]([C:20](O)([CH3:22])[CH3:21])=[C:12]([CH2:24][OH:25])[C:11]=3[N:10]([C@@H:26]([CH:33]3[CH2:38][CH2:37][O:36][CH2:35][CH2:34]3)[C:27]3[CH:32]=[CH:31][CH:30]=[CH:29][CH:28]=3)[C:9]=2[CH:8]=1.OS(O)(=O)=O, predict the reaction product. (7) Given the reactants [Cl:1][C:2]1[CH:3]=[C:4]([CH:9]=[CH:10][N:11]=1)[C:5]([O:7][CH3:8])=[O:6].[F:12][C:13]1[CH:18]=[C:17]([C:19]([F:22])([F:21])[F:20])[CH:16]=[CH:15][C:14]=1B(O)O.C(=O)([O-])[O-].[K+].[K+].Cl, predict the reaction product. The product is: [ClH:1].[F:12][C:13]1[CH:18]=[C:17]([C:19]([F:20])([F:21])[F:22])[CH:16]=[CH:15][C:14]=1[C:2]1[CH:3]=[C:4]([CH:9]=[CH:10][N:11]=1)[C:5]([O:7][CH3:8])=[O:6]. (8) The product is: [Cl:17][C:18]1[C:19]([CH2:47][N:48]2[CH2:49][CH2:50][N:51]([CH2:11][C:12]([F:15])([F:14])[F:13])[CH2:52][CH2:53]2)=[C:20]([C:43]([F:46])([F:44])[F:45])[CH:21]=[C:22]2[C:27]=1[NH:26][C:25](=[O:28])[N:24]([CH2:29][C:30]1[CH:35]=[C:34]([Cl:36])[CH:33]=[CH:32][C:31]=1[S:37]([CH2:40][CH3:41])(=[O:39])=[O:38])[C:23]2=[O:42]. Given the reactants C1(C)C=CC(S(O[CH2:11][C:12]([F:15])([F:14])[F:13])(=O)=O)=CC=1.[Cl:17][C:18]1[C:19]([CH2:47][N:48]2[CH2:53][CH2:52][NH:51][CH2:50][CH2:49]2)=[C:20]([C:43]([F:46])([F:45])[F:44])[CH:21]=[C:22]2[C:27]=1[NH:26][C:25](=[O:28])[N:24]([CH2:29][C:30]1[CH:35]=[C:34]([Cl:36])[CH:33]=[CH:32][C:31]=1[S:37]([CH2:40][CH3:41])(=[O:39])=[O:38])[C:23]2=[O:42].CCN(C(C)C)C(C)C, predict the reaction product. (9) Given the reactants [NH2:1][C:2]1[C:3]2[N:4]([N:21]=[N:22][N:23]=2)[C:5]([CH3:20])=[C:6]([CH3:19])[C:7]=1[NH:8][CH2:9][CH2:10][NH:11][C:12](=[O:18])[O:13][C:14]([CH3:17])([CH3:16])[CH3:15].C(N(CC)CC)C.[CH2:31]([O:33][CH2:34][C:35](Cl)=[O:36])[CH3:32], predict the reaction product. The product is: [CH2:31]([O:33][CH2:34][C:35]([NH:1][C:2]1[C:3]2[N:4]([N:21]=[N:22][N:23]=2)[C:5]([CH3:20])=[C:6]([CH3:19])[C:7]=1[NH:8][CH2:9][CH2:10][NH:11][C:12](=[O:18])[O:13][C:14]([CH3:15])([CH3:16])[CH3:17])=[O:36])[CH3:32]. (10) Given the reactants [CH3:1][C:2]1([CH3:28])[C:11]2=[CH:12][CH:13]=[CH:14][C:15]3[C:16]([CH3:22])([CH3:21])[C:17]4[CH:18]=[CH:19][CH:20]=[C:7]5[C:8]=4[N:9]([C:10]=32)[C:4]2[C:5](=[CH:25][CH:26]=[CH:27][C:3]1=2)[C:6]5([CH3:24])[CH3:23].[Br:29]N1C(=O)CCC1=O, predict the reaction product. The product is: [Br:29][C:19]1[CH:20]=[C:7]2[C:6]([CH3:24])([CH3:23])[C:5]3[CH:25]=[CH:26][CH:27]=[C:3]4[C:2]([CH3:28])([CH3:1])[C:11]5[C:10]6[N:9]([C:4]=34)[C:8]2=[C:17]([C:16]([CH3:21])([CH3:22])[C:15]=6[CH:14]=[CH:13][CH:12]=5)[CH:18]=1.